From a dataset of Full USPTO retrosynthesis dataset with 1.9M reactions from patents (1976-2016). Predict the reactants needed to synthesize the given product. (1) Given the product [Br:1][C:2]1[CH:7]=[C:6]([F:8])[C:5]([OH:9])=[C:4]([CH:11]([CH3:13])[CH3:12])[CH:3]=1, predict the reactants needed to synthesize it. The reactants are: [Br:1][C:2]1[CH:7]=[C:6]([F:8])[C:5]([O:9]C)=[C:4]([CH:11]([CH3:13])[CH3:12])[CH:3]=1.B(Br)(Br)Br. (2) Given the product [F:1][C:2]1[C:3]([C:33]2[S:37][C:36]([C:38]3([OH:42])[CH2:41][CH2:40][CH2:39]3)=[N:35][CH:34]=2)=[C:4]2[CH:10]=[C:9]([C:11]3[CH:16]=[C:15]([O:17][CH3:18])[C:14]([O:19][CH3:20])=[C:13]([O:21][CH3:22])[CH:12]=3)[NH:8][C:5]2=[N:6][CH:7]=1, predict the reactants needed to synthesize it. The reactants are: [F:1][C:2]1[C:3]([C:33]2[S:37][C:36]([C:38]3([OH:42])[CH2:41][CH2:40][CH2:39]3)=[N:35][CH:34]=2)=[C:4]2[CH:10]=[C:9]([C:11]3[CH:16]=[C:15]([O:17][CH3:18])[C:14]([O:19][CH3:20])=[C:13]([O:21][CH3:22])[CH:12]=3)[N:8](S(C3C=CC(C)=CC=3)(=O)=O)[C:5]2=[N:6][CH:7]=1.Cl. (3) Given the product [F:16][C:15]([F:17])([F:18])[C:10]1[CH:11]=[CH:12][CH:13]=[CH:14][C:9]=1[CH2:8][N:1]1[CH2:6][CH2:5][NH:4][CH2:3][CH2:2]1, predict the reactants needed to synthesize it. The reactants are: [NH:1]1[CH2:6][CH2:5][NH:4][CH2:3][CH2:2]1.Br[CH2:8][C:9]1[CH:14]=[CH:13][CH:12]=[CH:11][C:10]=1[C:15]([F:18])([F:17])[F:16].C(N(CC)CC)C.